The task is: Predict which catalyst facilitates the given reaction.. This data is from Catalyst prediction with 721,799 reactions and 888 catalyst types from USPTO. (1) Reactant: [Br:1][C:2]1[CH:7]=[CH:6][C:5]([C:8](=O)/[CH:9]=[CH:10]/[N:11](C)C)=[CH:4][CH:3]=1.O.[NH2:16]N. Product: [Br:1][C:2]1[CH:7]=[CH:6][C:5]([C:8]2[CH:9]=[CH:10][NH:11][N:16]=2)=[CH:4][CH:3]=1. The catalyst class is: 8. (2) Reactant: [Cl:1][C:2]1[C:3]([Cl:11])=[N:4][CH:5]=[C:6]([CH:10]=1)[C:7](O)=[O:8].[CH3:12][S:13]([NH2:16])(=[O:15])=[O:14].CCN=C=NCCCN(C)C. Product: [Cl:1][C:2]1[C:3]([Cl:11])=[N:4][CH:5]=[C:6]([CH:10]=1)[C:7]([NH:16][S:13]([CH3:12])(=[O:15])=[O:14])=[O:8]. The catalyst class is: 79. (3) Reactant: O=C(Cl)[O:3][C:4](Cl)(Cl)Cl.[F:9][C:10]1[CH:15]=[CH:14][C:13]([NH:16][CH2:17][C:18]2[C:19]([NH:26][CH3:27])=[N:20][C:21]([S:24][CH3:25])=[N:22][CH:23]=2)=[CH:12][C:11]=1[N+:28]([O-:30])=[O:29].CCN(CC)CC. Product: [F:9][C:10]1[CH:15]=[CH:14][C:13]([N:16]2[CH2:17][C:18]3[C:19](=[N:20][C:21]([S:24][CH3:25])=[N:22][CH:23]=3)[N:26]([CH3:27])[C:4]2=[O:3])=[CH:12][C:11]=1[N+:28]([O-:30])=[O:29]. The catalyst class is: 12. (4) Product: [CH2:18]([C:19]1([CH2:20][CH3:21])[N:2]([CH3:1])[C:3]2[CH:7]=[C:6]([C:8]3[CH:13]=[CH:12][N:11]=[CH:10][CH:9]=3)[S:5][C:4]=2[C:14](=[O:15])[NH:16]1)[CH3:17]. Reactant: [CH3:1][NH:2][C:3]1[CH:7]=[C:6]([C:8]2[CH:13]=[CH:12][N:11]=[CH:10][CH:9]=2)[S:5][C:4]=1[C:14]([NH2:16])=[O:15].[CH3:17][CH2:18][C:19](=O)[CH2:20][CH3:21].O.C1(C)C=CC(S(O)(=O)=O)=CC=1.C(=O)([O-])O.[Na+]. The catalyst class is: 15. (5) Reactant: [C:1]([C:4]1[C:5]([NH:20][C:21]2[CH:26]=[CH:25][C:24]([CH:27]3[CH2:32][CH2:31][N:30](C(OC(C)(C)C)=O)[CH2:29][CH2:28]3)=[C:23]([O:40][CH3:41])[CH:22]=2)=[N:6][C:7]([NH:12][C@H:13]2[CH2:18][CH2:17][C@H:16]([OH:19])[CH2:15][CH2:14]2)=[C:8]([CH2:10][CH3:11])[N:9]=1)(=[O:3])[NH2:2].Cl. Product: [CH2:10]([C:8]1[N:9]=[C:4]([C:1]([NH2:2])=[O:3])[C:5]([NH:20][C:21]2[CH:26]=[CH:25][C:24]([CH:27]3[CH2:28][CH2:29][NH:30][CH2:31][CH2:32]3)=[C:23]([O:40][CH3:41])[CH:22]=2)=[N:6][C:7]=1[NH:12][C@H:13]1[CH2:14][CH2:15][C@H:16]([OH:19])[CH2:17][CH2:18]1)[CH3:11]. The catalyst class is: 13. (6) Reactant: [CH:1](=O)[C:2]1[CH:7]=[CH:6][CH:5]=[CH:4][CH:3]=1.Cl.[CH3:10][NH2:11].[SH:12][CH:13]([CH2:17][C:18]([OH:20])=[O:19])[C:14](O)=[O:15]. Product: [CH3:10][N:11]1[C:14](=[O:15])[CH:13]([CH2:17][C:18]([OH:20])=[O:19])[S:12][CH:1]1[C:2]1[CH:7]=[CH:6][CH:5]=[CH:4][CH:3]=1. The catalyst class is: 18. (7) Reactant: CC1(C)[O:9][C:8](=[O:10])[C:5]2([CH2:7][CH2:6]2)[C:4](=[O:11])O1.[C:13]1([CH:19]([NH2:21])[CH3:20])[CH:18]=[CH:17][CH:16]=[CH:15][CH:14]=1. Product: [O:11]=[C:4]1[CH:5]([C:8]([OH:9])=[O:10])[CH2:7][CH2:6][N:21]1[CH:19]([C:13]1[CH:18]=[CH:17][CH:16]=[CH:15][CH:14]=1)[CH3:20]. The catalyst class is: 8. (8) Reactant: Cl[C:2]1[N:7]=[C:6]([C:8]([Cl:11])([Cl:10])[Cl:9])[N:5]=[C:4]([C:12]([Cl:15])([Cl:14])[Cl:13])[N:3]=1.[NH:16]1[CH2:21][CH2:20][O:19][CH2:18][CH2:17]1.C(N(CC)C(C)C)(C)C. Product: [Cl:13][C:12]([Cl:15])([Cl:14])[C:4]1[N:5]=[C:6]([C:8]([Cl:11])([Cl:10])[Cl:9])[N:7]=[C:2]([N:16]2[CH2:21][CH2:20][O:19][CH2:18][CH2:17]2)[N:3]=1. The catalyst class is: 1.